Task: Predict the reactants needed to synthesize the given product.. Dataset: Retrosynthesis with 50K atom-mapped reactions and 10 reaction types from USPTO (1) Given the product O=C(N[C@H](Cc1ccccc1)C(=O)Nc1ccc([C@@H]2C[C@H]2NCc2ccccc2)cc1)OCc1ccccc1, predict the reactants needed to synthesize it. The reactants are: N[C@@H]1C[C@H]1c1ccc(NC(=O)[C@@H](Cc2ccccc2)NC(=O)OCc2ccccc2)cc1.O=Cc1ccccc1. (2) Given the product CCOC(=O)c1ccc(CCc2csc(N)n2)cc1, predict the reactants needed to synthesize it. The reactants are: CCOC(=O)c1ccc(CCC(=O)CBr)cc1.NC(N)=S. (3) Given the product NC/C(=C\Cl)c1ccccc1, predict the reactants needed to synthesize it. The reactants are: O=C1c2ccccc2C(=O)N1C/C(=C\Cl)c1ccccc1. (4) Given the product C[Si](C)(C)CCOCn1nc(-c2cccc(Br)n2)c2cc(-c3cccnc3)ncc21, predict the reactants needed to synthesize it. The reactants are: Brc1cccc(Br)n1.C[Si](C)(C)CCOCn1nc([Sn](C)(C)C)c2cc(-c3cccnc3)ncc21. (5) Given the product CC=Cc1ccc(Br)cc1O, predict the reactants needed to synthesize it. The reactants are: CC(C)(C)[O-].O=Cc1ccc(Br)cc1O. (6) Given the product N#Cc1cncc(-c2cc(C(=O)Nc3ccc(OC(F)(F)Cl)cc3)cnc2N2CC[C@@H](O)C2)c1, predict the reactants needed to synthesize it. The reactants are: CC1(C)OB(c2cncc(C#N)c2)OC1(C)C.O=C(Nc1ccc(OC(F)(F)Cl)cc1)c1cnc(N2CC[C@@H](O)C2)c(Br)c1. (7) Given the product CCOC(=O)C1CCN(CCC(C)(C)C)CC1, predict the reactants needed to synthesize it. The reactants are: CC(C)(C)CC=O.CCOC(=O)C1CCNCC1. (8) Given the product COc1ccc(N)cc1-c1c(C)noc1C, predict the reactants needed to synthesize it. The reactants are: COc1ccc([N+](=O)[O-])cc1-c1c(C)noc1C. (9) Given the product CCOc1cc2[nH]ncc2cc1Nc1ncnc2sc3c(c12)CCC(C(=O)N(C)CCOC)C3, predict the reactants needed to synthesize it. The reactants are: CCOc1cc2[nH]ncc2cc1Nc1ncnc2sc3c(c12)CCC(C(=O)O)C3.CNCCOC.